From a dataset of Retrosynthesis with 50K atom-mapped reactions and 10 reaction types from USPTO. Predict the reactants needed to synthesize the given product. (1) Given the product Cc1ccc([C@@H](CC(=O)NCCN2CCCC2)NC(=O)Nc2ccc(-c3ccccc3)cc2)cc1, predict the reactants needed to synthesize it. The reactants are: Cc1ccc(C(CC(=O)O)NC(=O)Nc2ccc(-c3ccccc3)cc2)cc1.NCCN1CCCC1. (2) Given the product O=C(O)c1c(NS(=O)(=O)c2ccccc2F)ccc2c1OCC1CC21, predict the reactants needed to synthesize it. The reactants are: COC(=O)c1c(NS(=O)(=O)c2ccccc2F)ccc2c1OCC1CC21. (3) The reactants are: CC(C)(C)OC(=O)OC(=O)OC(C)(C)C.OC[C@@H]1CNCCO1. Given the product CC(C)(C)OC(=O)N1CCO[C@H](CO)C1, predict the reactants needed to synthesize it. (4) Given the product Cc1ccc(C)c(Nc2ccnc(Nc3ccc(OCC(O)CN(C)C)cc3)n2)c1, predict the reactants needed to synthesize it. The reactants are: CN(C)CC(O)COc1ccc(N)cc1.Cc1ccc(C)c(Nc2ccnc(Cl)n2)c1. (5) Given the product COC1=CC(=O)N([C@@H](CC2CCCCC2)C(=O)Nc2ccn(CC(C)(C)O)n2)C1, predict the reactants needed to synthesize it. The reactants are: CC(C)(O)Cn1ccc(N)n1.COC1=CC(=O)N([C@@H](CC2CCCCC2)C(=O)O)C1.